Dataset: Full USPTO retrosynthesis dataset with 1.9M reactions from patents (1976-2016). Task: Predict the reactants needed to synthesize the given product. Given the product [Cl:25][C:23]1[CH:22]=[CH:21][C:20]2[O:8][C:6]([C:5]3[CH:9]=[CH:10][C:11]([C:12]4[CH:17]=[CH:16][CH:15]=[CH:14][N:13]=4)=[C:3]([O:2][CH3:1])[CH:4]=3)=[N:18][C:19]=2[CH:24]=1, predict the reactants needed to synthesize it. The reactants are: [CH3:1][O:2][C:3]1[CH:4]=[C:5]([CH:9]=[CH:10][C:11]=1[C:12]1[CH:17]=[CH:16][CH:15]=[CH:14][N:13]=1)[C:6]([OH:8])=O.[NH2:18][C:19]1[CH:24]=[C:23]([Cl:25])[CH:22]=[CH:21][C:20]=1O.